Task: Predict the reactants needed to synthesize the given product.. Dataset: Full USPTO retrosynthesis dataset with 1.9M reactions from patents (1976-2016) The reactants are: [Cl:1][C:2]1[CH:7]=[CH:6][C:5]([CH:8]([CH:16]([N:28]2CCNCC2)C2(Cl)C3C(=CC=CC=3)N=CN2)[C:9]2[CH:14]=[CH:13][C:12]([Cl:15])=[CH:11][CH:10]=2)=[CH:4][CH:3]=1.[NH2:34][C@@H:35]([CH:41]([CH3:43])[CH3:42])[C:36]([NH:38][O:39][CH3:40])=[O:37].C([N:46]([CH2:49]C)[CH2:47][CH3:48])C. Given the product [Cl:1][C:2]1[CH:7]=[CH:6][C:5]([CH:8]([C:9]2[CH:14]=[CH:13][C:12]([Cl:15])=[CH:11][CH:10]=2)[C:16]2([NH:34][C@@H:35]([CH:41]([CH3:43])[CH3:42])[C:36]([NH:38][O:39][CH3:40])=[O:37])[C:48]3[C:47](=[CH:7][CH:2]=[CH:3][CH:4]=3)[N:46]=[CH:49][NH:28]2)=[CH:4][CH:3]=1, predict the reactants needed to synthesize it.